This data is from Full USPTO retrosynthesis dataset with 1.9M reactions from patents (1976-2016). The task is: Predict the reactants needed to synthesize the given product. The reactants are: [C:1]([O:4][C:5]1[CH:14]=[C:13]2[C:8]([C:9](=O)[NH:10][CH:11]=[N:12]2)=[C:7]([O:16][CH:17]2[CH2:22][CH2:21][O:20][CH2:19][CH2:18]2)[CH:6]=1)(=[O:3])[CH3:2].C(N(C(C)C)CC)(C)C.P(Cl)(Cl)([Cl:34])=O. Given the product [C:1]([O:4][C:5]1[CH:14]=[C:13]2[C:8]([C:9]([Cl:34])=[N:10][CH:11]=[N:12]2)=[C:7]([O:16][CH:17]2[CH2:22][CH2:21][O:20][CH2:19][CH2:18]2)[CH:6]=1)(=[O:3])[CH3:2], predict the reactants needed to synthesize it.